This data is from hERG potassium channel inhibition data for cardiac toxicity prediction from Karim et al.. The task is: Regression/Classification. Given a drug SMILES string, predict its toxicity properties. Task type varies by dataset: regression for continuous values (e.g., LD50, hERG inhibition percentage) or binary classification for toxic/non-toxic outcomes (e.g., AMES mutagenicity, cardiotoxicity, hepatotoxicity). Dataset: herg_karim. (1) The molecule is CCCCC1(C(=O)c2ccc3[nH]ncc3c2)CCCN1. The result is 0 (non-blocker). (2) The molecule is CC(=O)C1=NN2c3cc(F)ccc3OC[C@H]2[C@@]1(CCCN)c1ccccc1. The result is 1 (blocker). (3) The molecule is CC(C)(C)c1cc(C(=O)NC[C@@H]2CCN(C(=O)CCCCC(c3ccc(F)cc3)c3ccc(F)cc3)C2)cc(C(C)(C)C)c1. The result is 1 (blocker). (4) The compound is CN1CCN(Cc2ccc3c(c2)Cc2c(-c4csc(C#CCOc5ccccc5Cl)c4)n[nH]c2-3)CC1. The result is 1 (blocker). (5) The drug is Nc1nc2ccc(OCC(F)(F)F)nc2n1CC(O)c1ccc(C(F)(F)F)cc1Cl. The result is 0 (non-blocker). (6) The molecule is CC1(C)C[C@@H](NC(=O)c2cn[nH]c2)c2cc(-c3ccc(Cl)cc3)c(-c3ccc(Cl)cc3Cl)nc2O1. The result is 1 (blocker).